This data is from Peptide-MHC class II binding affinity with 134,281 pairs from IEDB. The task is: Regression. Given a peptide amino acid sequence and an MHC pseudo amino acid sequence, predict their binding affinity value. This is MHC class II binding data. (1) The peptide sequence is YEMVFDGKPQHTNVCFWYIP. The MHC is HLA-DQA10301-DQB10302 with pseudo-sequence HLA-DQA10301-DQB10302. The binding affinity (normalized) is 0. (2) The peptide sequence is AFEGVFGHLAATAVP. The MHC is DRB1_1101 with pseudo-sequence DRB1_1101. The binding affinity (normalized) is 0.420. (3) The peptide sequence is EIYEDVTFQQKVL. The MHC is HLA-DPA10201-DPB10101 with pseudo-sequence HLA-DPA10201-DPB10101. The binding affinity (normalized) is 0.191. (4) The peptide sequence is KLPWKNESSIKVIKQ. The MHC is HLA-DQA10501-DQB10201 with pseudo-sequence HLA-DQA10501-DQB10201. The binding affinity (normalized) is 0.0642.